Dataset: Forward reaction prediction with 1.9M reactions from USPTO patents (1976-2016). Task: Predict the product of the given reaction. Given the reactants [OH-].[Na+].[Br:3][C:4]1[CH:9]=[CH:8][C:7]([SH:10])=[CH:6][CH:5]=1.C([O-])([O-])=O.[K+].[K+].Br[CH2:18][CH2:19][C:20]([OH:22])=[O:21], predict the reaction product. The product is: [Br:3][C:4]1[CH:9]=[CH:8][C:7]([S:10][CH2:18][CH2:19][C:20]([OH:22])=[O:21])=[CH:6][CH:5]=1.